The task is: Predict which catalyst facilitates the given reaction.. This data is from Catalyst prediction with 721,799 reactions and 888 catalyst types from USPTO. (1) Reactant: [CH3:1][C:2]1([CH3:24])[CH2:7][CH2:6][CH:5]([C:8](=[O:23])[CH2:9][CH:10]2[C:18]3[C:13](=[CH:14][CH:15]=[CH:16][C:17]=3[F:19])[C:12]3=[CH:20][N:21]=[CH:22][N:11]23)[CH2:4][CH2:3]1.[BH4-].[Na+]. Product: [CH3:1][C:2]1([CH3:24])[CH2:7][CH2:6][CH:5]([CH:8]([OH:23])[CH2:9][CH:10]2[C:18]3[C:13](=[CH:14][CH:15]=[CH:16][C:17]=3[F:19])[C:12]3=[CH:20][N:21]=[CH:22][N:11]23)[CH2:4][CH2:3]1. The catalyst class is: 5. (2) Reactant: [B-](F)(F)(F)F.C1C=CN=CC=1.C1C=CN=CC=1.[IH2+:18].[F:19][C:20]([F:34])([F:33])[CH2:21][N:22]1[CH:31]=[CH:30][C:29]2[C:24](=[CH:25][CH:26]=[CH:27][CH:28]=2)[C:23]1=[O:32].FC(F)(F)S(O)(=O)=O.C(OCC)C. Product: [I:18][C:30]1[C:29]2[C:24](=[CH:25][CH:26]=[CH:27][CH:28]=2)[C:23](=[O:32])[N:22]([CH2:21][C:20]([F:19])([F:33])[F:34])[CH:31]=1. The catalyst class is: 4. (3) Product: [Cl:1][C:2]1[N:11]=[C:10]([NH:17][CH:14]2[CH2:16][CH2:15]2)[C:9]2[C:4](=[CH:5][CH:6]=[C:7]([I:13])[CH:8]=2)[N:3]=1. Reactant: [Cl:1][C:2]1[N:11]=[C:10](Cl)[C:9]2[C:4](=[CH:5][CH:6]=[C:7]([I:13])[CH:8]=2)[N:3]=1.[CH:14]1([NH2:17])[CH2:16][CH2:15]1. The catalyst class is: 10. (4) Reactant: I[C:2]1[CH:3]=[CH:4][C:5]2[N:6]([CH:8]=[C:9]([C:11]([NH:13][CH3:14])=[O:12])[N:10]=2)[N:7]=1.C(=O)([O-])[O-].[K+].[K+].[NH2:21][C:22]1[CH:23]=[C:24]([OH:28])[CH:25]=[CH:26][CH:27]=1. Product: [NH2:21][C:22]1[CH:23]=[C:24]([CH:25]=[CH:26][CH:27]=1)[O:28][C:2]1[CH:3]=[CH:4][C:5]2[N:6]([CH:8]=[C:9]([C:11]([NH:13][CH3:14])=[O:12])[N:10]=2)[N:7]=1. The catalyst class is: 9.